Dataset: Full USPTO retrosynthesis dataset with 1.9M reactions from patents (1976-2016). Task: Predict the reactants needed to synthesize the given product. Given the product [OH:18][CH2:17][C:15]1[Se:16][C:12]([C:9]2[CH:10]=[CH:11][C:6]([OH:5])=[CH:7][CH:8]=2)=[CH:13][CH:14]=1, predict the reactants needed to synthesize it. The reactants are: C([Si](C(C)C)(C(C)C)[O:5][C:6]1[CH:11]=[CH:10][C:9]([C:12]2[Se:16][C:15]([CH2:17][OH:18])=[CH:14][CH:13]=2)=[CH:8][CH:7]=1)(C)C.CCCC[N+](CCCC)(CCCC)CCCC.[F-].O.